From a dataset of Full USPTO retrosynthesis dataset with 1.9M reactions from patents (1976-2016). Predict the reactants needed to synthesize the given product. (1) Given the product [Cl:13][CH2:14][C:15](=[O:19])[CH2:16][C:9]1[CH:10]=[CH:11][C:6]([Cl:5])=[CH:7][C:8]=1[Cl:12], predict the reactants needed to synthesize it. The reactants are: [Cl-].[Al+3].[Cl-].[Cl-].[Cl:5][C:6]1[CH:11]=[CH:10][CH:9]=[C:8]([Cl:12])[CH:7]=1.[Cl:13][CH2:14][CH2:15][C:16](Cl)=O.[OH2:19]. (2) Given the product [Br:20][C:6]1[C:7]([O:9][CH3:10])=[CH:8][C:3]([O:2][CH3:1])=[C:4]([C:11]2[C:15]3[CH:16]=[CH:17][CH:18]=[CH:19][C:14]=3[O:13][N:12]=2)[CH:5]=1, predict the reactants needed to synthesize it. The reactants are: [CH3:1][O:2][C:3]1[CH:8]=[C:7]([O:9][CH3:10])[CH:6]=[CH:5][C:4]=1[C:11]1[C:15]2[CH:16]=[CH:17][CH:18]=[CH:19][C:14]=2[O:13][N:12]=1.[Br:20]Br. (3) Given the product [Cl:29][C:21]1[CH:22]=[C:23]([Cl:28])[C:24]([O:26][CH3:27])=[CH:25][C:20]=1[NH:19][C:11]1[C:10]2[C:15](=[CH:16][C:7]([C:39]3[CH:40]=[C:36]([CH:34]=[O:35])[O:37][CH:38]=3)=[C:8]([O:30][CH3:31])[CH:9]=2)[N:14]=[CH:13][C:12]=1[C:17]#[N:18], predict the reactants needed to synthesize it. The reactants are: FC(F)(F)S(O[C:7]1[CH:16]=[C:15]2[C:10]([C:11]([NH:19][C:20]3[CH:25]=[C:24]([O:26][CH3:27])[C:23]([Cl:28])=[CH:22][C:21]=3[Cl:29])=[C:12]([C:17]#[N:18])[CH:13]=[N:14]2)=[CH:9][C:8]=1[O:30][CH3:31])(=O)=O.[CH:34]([C:36]1[O:37][CH:38]=[C:39](B(O)O)[CH:40]=1)=[O:35]. (4) Given the product [Cl:17][C:18]1[N:23]=[C:22]([N:5]2[CH2:6][CH2:7][CH2:8][C@H:9]3[N:1]([C:10]([O:12][C:13]([CH3:16])([CH3:15])[CH3:14])=[O:11])[CH2:2][CH2:3][C@@H:4]23)[CH:21]=[N:20][C:19]=1[C:25]#[N:26], predict the reactants needed to synthesize it. The reactants are: [N:1]1([C:10]([O:12][C:13]([CH3:16])([CH3:15])[CH3:14])=[O:11])[C@H:9]2[C@H:4]([NH:5][CH2:6][CH2:7][CH2:8]2)[CH2:3][CH2:2]1.[Cl:17][C:18]1[C:19]([C:25]#[N:26])=[N:20][CH:21]=[C:22](Cl)[N:23]=1.CCN(C(C)C)C(C)C. (5) Given the product [NH2:34][C:24]1[C:23]([C@H:18]2[CH2:19][CH2:20][CH2:21][CH2:22][C@@H:17]2[O:16][C:13]2[CH:14]=[CH:15][C:10]([S:7]([NH:6][C:39]3[CH:44]=[CH:43][N:42]=[CH:41][N:40]=3)(=[O:9])=[O:8])=[CH:11][C:12]=2[CH2:37][CH3:38])=[CH:27][NH:26][N:25]=1, predict the reactants needed to synthesize it. The reactants are: COC1C=C(OC)C=CC=1C[N:6]([C:39]1[CH:44]=[CH:43][N:42]=[CH:41][N:40]=1)[S:7]([C:10]1[CH:15]=[CH:14][C:13]([O:16][C@H:17]2[CH2:22][CH2:21][CH2:20][CH2:19][C@@H:18]2[C:23]2[C:24]([N+:34]([O-])=O)=[N:25][N:26](C3CCCCO3)[CH:27]=2)=[C:12]([CH2:37][CH3:38])[CH:11]=1)(=[O:9])=[O:8].C([SiH](CC)CC)C.FC(F)(F)C(O)=O.ClCCl. (6) Given the product [C:1]([O:5][C:6]([N:8]([CH2:9][CH2:10][O:11][C:14]1[CH:23]=[CH:22][C:17]([C:18]([O:20][CH3:21])=[O:19])=[CH:16][CH:15]=1)[CH3:12])=[O:7])([CH3:4])([CH3:3])[CH3:2], predict the reactants needed to synthesize it. The reactants are: [C:1]([O:5][C:6]([N:8]([CH3:12])[CH2:9][CH2:10][OH:11])=[O:7])([CH3:4])([CH3:3])[CH3:2].O[C:14]1[CH:23]=[CH:22][C:17]([C:18]([O:20][CH3:21])=[O:19])=[CH:16][CH:15]=1.C1(P(C2C=CC=CC=2)C2C=CC=CC=2)C=CC=CC=1.CC(OC(/N=N/C(OC(C)C)=O)=O)C. (7) Given the product [OH:55][C:54]1[CH:53]=[CH:52][C:51]([C:59]2[NH:68][C:67](=[O:69])[C:66]3[C:61](=[CH:62][C:63]([O:72][CH3:73])=[CH:64][C:65]=3[O:70][CH3:71])[N:60]=2)=[CH:50][C:49]=1[CH2:48][CH2:47][OH:46], predict the reactants needed to synthesize it. The reactants are: NC1C=C(OC)C=C(OC)C=1C(N)=O.OCCC1C=C(C=CC=1OCOC)C=O.S([O-])(O)=O.[Na+].C1(C)C=CC(S(O)(=O)=O)=CC=1.[OH:46][CH2:47][CH2:48][C:49]1[CH:50]=[C:51]([C:59]2[NH:68][C:67](=[O:69])[C:66]3[C:61](=[CH:62][C:63]([O:72][CH3:73])=[CH:64][C:65]=3[O:70][CH3:71])[N:60]=2)[CH:52]=[CH:53][C:54]=1[O:55]COC.S(=O)(=O)(O)O. (8) Given the product [O:1]=[C:2]1[NH:10][C:5]2[N:6]=[CH:7][N:8]=[CH:9][C:4]=2[C@:3]21[CH2:18][C:17]1[C:12](=[CH:13][CH:14]=[C:15]([C:19]([OH:21])=[O:20])[CH:16]=1)[CH2:11]2.[Cl-:23].[Li+:31].[ClH:23].[CH2:24]([N:26]([CH2:29][CH3:30])[CH2:27][CH3:28])[CH3:25], predict the reactants needed to synthesize it. The reactants are: [O:1]=[C:2]1[NH:10][C:5]2[N:6]=[CH:7][N:8]=[CH:9][C:4]=2[C@:3]21[CH2:18][C:17]1[C:12](=[CH:13][CH:14]=[C:15]([C:19]([O:21]C)=[O:20])[CH:16]=1)[CH2:11]2.[ClH:23].[CH2:24]([N:26]([CH2:29][CH3:30])[CH2:27][CH3:28])[CH3:25].[Li+:31].[OH-].Cl.